From a dataset of Full USPTO retrosynthesis dataset with 1.9M reactions from patents (1976-2016). Predict the reactants needed to synthesize the given product. Given the product [OH:25][CH:24]([C:19]1[CH:20]=[CH:21][CH:22]=[CH:23][N:18]=1)[CH:12]1[CH2:11][CH2:10][CH2:9][N:8]1[C:1]([O:3][C:4]([CH3:7])([CH3:6])[CH3:5])=[O:2], predict the reactants needed to synthesize it. The reactants are: [C:1]([N:8]1[CH2:12][CH2:11][CH2:10][CH2:9]1)([O:3][C:4]([CH3:7])([CH3:6])[CH3:5])=[O:2].C([Li])(CC)C.[N:18]1[CH:23]=[CH:22][CH:21]=[CH:20][C:19]=1[CH:24]=[O:25].